The task is: Predict which catalyst facilitates the given reaction.. This data is from Catalyst prediction with 721,799 reactions and 888 catalyst types from USPTO. (1) Reactant: [C:1]([C:3]1[CH:4]=[CH:5][C:6]([OH:11])=[C:7]([O:9][CH3:10])[CH:8]=1)#[N:2].C(N(CC)CC)C.[F:19][C:20]([F:26])([F:25])[S:21](Cl)(=[O:23])=[O:22].C(OCC)(=O)C. Product: [C:1]([C:3]1[CH:4]=[CH:5][C:6]([O:11][S:21]([C:20]([F:26])([F:25])[F:19])(=[O:23])=[O:22])=[C:7]([O:9][CH3:10])[CH:8]=1)#[N:2]. The catalyst class is: 30. (2) Reactant: [CH3:1][N:2]1[C:6]2[CH:7]=[CH:8][C:9]([C:11](Cl)=[O:12])=[CH:10][C:5]=2[N:4]=[CH:3]1.Cl.[CH3:15][O:16][NH:17][CH3:18].Cl.CCN(CC)CC.O. Product: [CH3:15][O:16][N:17]([CH3:18])[C:11]([C:9]1[CH:8]=[CH:7][C:6]2[N:2]([CH3:1])[CH:3]=[N:4][C:5]=2[CH:10]=1)=[O:12]. The catalyst class is: 4. (3) Reactant: [NH2:1][C:2]1[S:3][C:4]([C:14]([NH2:16])=[O:15])=[C:5]([C:7]2[CH:12]=[CH:11][C:10]([Cl:13])=[CH:9][CH:8]=2)[N:6]=1.F[C:18]1[CH:25]=[CH:24][C:21]([CH:22]=[O:23])=[CH:20][C:19]=1[N+:26]([O-:28])=[O:27].CN(C)C=O.C(=O)([O-])[O-].[Cs+].[Cs+]. Product: [Cl:13][C:10]1[CH:9]=[CH:8][C:7]([C:5]2[N:6]=[C:2]([NH:1][C:18]3[CH:25]=[CH:24][C:21]([CH:22]=[O:23])=[CH:20][C:19]=3[N+:26]([O-:28])=[O:27])[S:3][C:4]=2[C:14]([NH2:16])=[O:15])=[CH:12][CH:11]=1. The catalyst class is: 6.